This data is from Choline transporter screen with 302,306 compounds. The task is: Binary Classification. Given a drug SMILES string, predict its activity (active/inactive) in a high-throughput screening assay against a specified biological target. (1) The molecule is S(=O)(=O)(N(Cc1ccccc1)CC(=O)N\N=C\c1ccc(cc1)C(O)=O)c1cc(OC)c(OC)cc1. The result is 0 (inactive). (2) The drug is O=c1n(ncc2c1n(c1c2cccc1)CCC)CC(=O)NCCCN1CCN(CC1)c1ccccc1. The result is 1 (active). (3) The compound is Clc1c(NC(=O)CN(CC(=O)Nc2c(F)c(F)c(F)cc2)C)ccc(c1)C. The result is 0 (inactive). (4) The result is 0 (inactive). The compound is O(CCN(c1c(cccc1)C)C(=O)Nc1ccccc1)C. (5) The molecule is Fc1ccc(NC(=O)CN2CCN(CC2)CC(=O)Nc2ccc(N(C)C)cc2)cc1. The result is 0 (inactive). (6) The drug is Fc1c(NC=2N(c3ccccc3)C(=O)CN2)cccc1. The result is 0 (inactive).